Dataset: NCI-60 drug combinations with 297,098 pairs across 59 cell lines. Task: Regression. Given two drug SMILES strings and cell line genomic features, predict the synergy score measuring deviation from expected non-interaction effect. (1) Drug 1: CC1C(C(CC(O1)OC2CC(CC3=C2C(=C4C(=C3O)C(=O)C5=C(C4=O)C(=CC=C5)OC)O)(C(=O)C)O)N)O.Cl. Drug 2: C1CCC(CC1)NC(=O)N(CCCl)N=O. Cell line: NCI-H522. Synergy scores: CSS=13.6, Synergy_ZIP=-7.14, Synergy_Bliss=-1.60, Synergy_Loewe=-3.08, Synergy_HSA=1.33. (2) Drug 1: CS(=O)(=O)C1=CC(=C(C=C1)C(=O)NC2=CC(=C(C=C2)Cl)C3=CC=CC=N3)Cl. Drug 2: CCCS(=O)(=O)NC1=C(C(=C(C=C1)F)C(=O)C2=CNC3=C2C=C(C=N3)C4=CC=C(C=C4)Cl)F. Cell line: IGROV1. Synergy scores: CSS=7.31, Synergy_ZIP=-1.00, Synergy_Bliss=3.36, Synergy_Loewe=1.31, Synergy_HSA=1.77. (3) Drug 1: C1=CN(C=N1)CC(O)(P(=O)(O)O)P(=O)(O)O. Drug 2: CC(C)NC(=O)C1=CC=C(C=C1)CNNC.Cl. Cell line: UACC-257. Synergy scores: CSS=0.315, Synergy_ZIP=-0.508, Synergy_Bliss=0.272, Synergy_Loewe=-1.21, Synergy_HSA=-0.405. (4) Drug 1: CC1CCC2CC(C(=CC=CC=CC(CC(C(=O)C(C(C(=CC(C(=O)CC(OC(=O)C3CCCCN3C(=O)C(=O)C1(O2)O)C(C)CC4CCC(C(C4)OC)O)C)C)O)OC)C)C)C)OC. Drug 2: CCN(CC)CCNC(=O)C1=C(NC(=C1C)C=C2C3=C(C=CC(=C3)F)NC2=O)C. Cell line: MALME-3M. Synergy scores: CSS=7.96, Synergy_ZIP=-0.508, Synergy_Bliss=7.52, Synergy_Loewe=-0.629, Synergy_HSA=3.87. (5) Drug 1: C1=CC=C(C(=C1)C(C2=CC=C(C=C2)Cl)C(Cl)Cl)Cl. Cell line: SN12C. Drug 2: CC1CCC2CC(C(=CC=CC=CC(CC(C(=O)C(C(C(=CC(C(=O)CC(OC(=O)C3CCCCN3C(=O)C(=O)C1(O2)O)C(C)CC4CCC(C(C4)OC)O)C)C)O)OC)C)C)C)OC. Synergy scores: CSS=12.8, Synergy_ZIP=-3.17, Synergy_Bliss=4.09, Synergy_Loewe=-4.83, Synergy_HSA=4.00. (6) Cell line: HS 578T. Drug 1: CCC1=CC2CC(C3=C(CN(C2)C1)C4=CC=CC=C4N3)(C5=C(C=C6C(=C5)C78CCN9C7C(C=CC9)(C(C(C8N6C)(C(=O)OC)O)OC(=O)C)CC)OC)C(=O)OC.C(C(C(=O)O)O)(C(=O)O)O. Synergy scores: CSS=47.2, Synergy_ZIP=4.04, Synergy_Bliss=4.12, Synergy_Loewe=0.889, Synergy_HSA=7.17. Drug 2: CC1C(C(CC(O1)OC2CC(CC3=C2C(=C4C(=C3O)C(=O)C5=CC=CC=C5C4=O)O)(C(=O)C)O)N)O. (7) Drug 1: CCC1(CC2CC(C3=C(CCN(C2)C1)C4=CC=CC=C4N3)(C5=C(C=C6C(=C5)C78CCN9C7C(C=CC9)(C(C(C8N6C=O)(C(=O)OC)O)OC(=O)C)CC)OC)C(=O)OC)O.OS(=O)(=O)O. Drug 2: CS(=O)(=O)OCCCCOS(=O)(=O)C. Cell line: NCI-H226. Synergy scores: CSS=-1.98, Synergy_ZIP=1.10, Synergy_Bliss=1.54, Synergy_Loewe=-2.01, Synergy_HSA=-1.40.